From a dataset of Catalyst prediction with 721,799 reactions and 888 catalyst types from USPTO. Predict which catalyst facilitates the given reaction. (1) Product: [CH3:3][CH:2]([CH2:4][C@H:5]([NH:31][C:32]([C@H:34]([NH:41][C:42]([C@@H:44]([NH:53][C:54]([C@@H:56]([NH:59][C:60]([C@@H:62]([NH:73][C:74]([C@@H:76]([NH:83][C:84]([C@H:86]1[NH:91][C:89](=[O:90])[CH2:88][CH2:87]1)=[O:85])[CH2:77][C:78]1[NH:82][CH:81]=[N:80][CH:79]=1)=[O:75])[CH2:63][C:64]1[C:68]2[CH:69]=[CH:70][CH:71]=[CH:72][C:67]=2[NH:66][CH:65]=1)=[O:61])[CH2:57][OH:58])=[O:55])[CH2:45][C:46]1[CH:51]=[CH:50][C:49]([OH:52])=[CH:48][CH:47]=1)=[O:43])[CH2:35][O:36][C:37]([CH3:38])([CH3:40])[CH3:39])=[O:33])[C:6]([NH:8][C@H:9]([C:17]([N:19]1[C@H:23]([C:24]([NH:26][NH:27][C:28]([NH2:30])=[O:29])=[O:25])[CH2:22][CH2:21][CH2:20]1)=[O:18])[CH2:10][CH2:11][CH2:12][NH:13][C:14]([NH2:16])=[NH:15])=[O:7])[CH3:1].[ClH:96]. Reactant: [CH3:1][CH:2]([CH2:4][C@H:5]([NH:31][C:32]([C@H:34]([NH:41][C:42]([C@@H:44]([NH:53][C:54]([C@@H:56]([NH:59][C:60]([C@@H:62]([NH:73][C:74]([C@@H:76]([NH:83][C:84]([C@H:86]1[NH:91][C:89](=[O:90])[CH2:88][CH2:87]1)=[O:85])[CH2:77][C:78]1[NH:82][CH:81]=[N:80][CH:79]=1)=[O:75])[CH2:63][C:64]1[C:68]2[CH:69]=[CH:70][CH:71]=[CH:72][C:67]=2[NH:66][CH:65]=1)=[O:61])[CH2:57][OH:58])=[O:55])[CH2:45][C:46]1[CH:47]=[CH:48][C:49]([OH:52])=[CH:50][CH:51]=1)=[O:43])[CH2:35][O:36][C:37]([CH3:40])([CH3:39])[CH3:38])=[O:33])[C:6]([NH:8][C@H:9]([C:17]([N:19]1[C@H:23]([C:24]([NH:26][NH:27][C:28]([NH2:30])=[O:29])=[O:25])[CH2:22][CH2:21][CH2:20]1)=[O:18])[CH2:10][CH2:11][CH2:12][NH:13][C:14]([NH2:16])=[NH:15])=[O:7])[CH3:3].CC(O)=O.[ClH:96]. The catalyst class is: 6. (2) Reactant: [F:1][C:2]1[CH:7]=[CH:6][C:5]([C:8]2[O:9][C:10]3[CH:20]=[C:19]([N:21]([CH3:26])[S:22]([CH3:25])(=[O:24])=[O:23])[C:18]([C@H:27]4[CH2:32][CH2:31][CH2:30][NH:29][CH2:28]4)=[CH:17][C:11]=3[C:12]=2[C:13]([NH:15][CH3:16])=[O:14])=[CH:4][CH:3]=1.[F:33][C:34]([F:48])([F:47])[C:35]1[CH:36]=[CH:37][CH:38]=[C:39]2[C:43]=1[NH:42][C:41]([C:44](O)=[O:45])=[CH:40]2.C(N(CC)C(C)C)(C)C.CN(C)CCCN=C=NCC. Product: [F:1][C:2]1[CH:7]=[CH:6][C:5]([C:8]2[O:9][C:10]3[CH:20]=[C:19]([N:21]([CH3:26])[S:22]([CH3:25])(=[O:24])=[O:23])[C:18]([C@H:27]4[CH2:32][CH2:31][CH2:30][N:29]([C:44]([C:41]5[NH:42][C:43]6[C:39]([CH:40]=5)=[CH:38][CH:37]=[CH:36][C:35]=6[C:34]([F:48])([F:33])[F:47])=[O:45])[CH2:28]4)=[CH:17][C:11]=3[C:12]=2[C:13]([NH:15][CH3:16])=[O:14])=[CH:4][CH:3]=1. The catalyst class is: 79. (3) Reactant: [CH3:1][O:2][C:3]([C@@H:5]1[CH2:10][CH2:9][CH2:8][CH2:7][C@@H:6]1[NH:11]C(OCC1C=CC=CC=1)=O)=[O:4]. Product: [CH3:1][O:2][C:3]([C@@H:5]1[CH2:10][CH2:9][CH2:8][CH2:7][C@@H:6]1[NH2:11])=[O:4]. The catalyst class is: 19. (4) Reactant: [CH:1]1([CH:6](O)[CH2:7][CH2:8][NH:9][C:10](=[O:16])[O:11][C:12]([CH3:15])([CH3:14])[CH3:13])[CH2:5][CH2:4][CH2:3][CH2:2]1.C1(P(C2C=CC=CC=2)C2C=CC=CC=2)C=CC=CC=1.[C:37]1(=[O:47])[NH:41][C:40](=[O:42])[C:39]2=[CH:43][CH:44]=[CH:45][CH:46]=[C:38]12. Product: [CH:1]1([CH:6]([N:41]2[C:37](=[O:47])[C:38]3[C:39](=[CH:43][CH:44]=[CH:45][CH:46]=3)[C:40]2=[O:42])[CH2:7][CH2:8][NH:9][C:10](=[O:16])[O:11][C:12]([CH3:15])([CH3:14])[CH3:13])[CH2:5][CH2:4][CH2:3][CH2:2]1. The catalyst class is: 1. (5) Reactant: Cl[C:2]1[CH:12]=[C:11]([NH:13][CH3:14])[C:5]([C:6]([O:8][CH2:9][CH3:10])=[O:7])=[CH:4][N:3]=1.Cl.[CH3:16][O:17][NH:18][CH3:19].C([O-])([O-])=O.[Na+].[Na+]. Product: [CH3:16][O:17][N:18]([CH3:19])[C:2]1[CH:12]=[C:11]([NH:13][CH3:14])[C:5]([C:6]([O:8][CH2:9][CH3:10])=[O:7])=[CH:4][N:3]=1. The catalyst class is: 12. (6) Reactant: [CH:1]1([C:6]2[CH:13]=[CH:12][C:9]([CH2:10]Cl)=[CH:8][C:7]=2[C:14]([F:17])([F:16])[F:15])[CH2:5][CH2:4][CH2:3][CH2:2]1.[C:18]([O:22][C:23]([N:25]1[C:33]2[C:28](=[C:29]([CH3:35])[C:30]([OH:34])=[CH:31][CH:32]=2)[CH2:27][CH2:26]1)=[O:24])([CH3:21])([CH3:20])[CH3:19].C(=O)([O-])[O-].[K+].[K+]. Product: [C:18]([O:22][C:23]([N:25]1[C:33]2[C:28](=[C:29]([CH3:35])[C:30]([O:34][CH2:10][C:9]3[CH:12]=[CH:13][C:6]([CH:1]4[CH2:5][CH2:4][CH2:3][CH2:2]4)=[C:7]([C:14]([F:17])([F:16])[F:15])[CH:8]=3)=[CH:31][CH:32]=2)[CH2:27][CH2:26]1)=[O:24])([CH3:21])([CH3:20])[CH3:19]. The catalyst class is: 3.